From a dataset of NCI-60 drug combinations with 297,098 pairs across 59 cell lines. Regression. Given two drug SMILES strings and cell line genomic features, predict the synergy score measuring deviation from expected non-interaction effect. (1) Drug 1: CN(C)C1=NC(=NC(=N1)N(C)C)N(C)C. Drug 2: C(CC(=O)O)C(=O)CN.Cl. Cell line: UACC-257. Synergy scores: CSS=-4.39, Synergy_ZIP=-0.217, Synergy_Bliss=-3.19, Synergy_Loewe=-10.8, Synergy_HSA=-8.05. (2) Synergy scores: CSS=-2.05, Synergy_ZIP=-1.48, Synergy_Bliss=-2.84, Synergy_Loewe=-6.60, Synergy_HSA=-4.53. Drug 1: CCC1(CC2CC(C3=C(CCN(C2)C1)C4=CC=CC=C4N3)(C5=C(C=C6C(=C5)C78CCN9C7C(C=CC9)(C(C(C8N6C=O)(C(=O)OC)O)OC(=O)C)CC)OC)C(=O)OC)O.OS(=O)(=O)O. Cell line: SF-295. Drug 2: CCCCCOC(=O)NC1=NC(=O)N(C=C1F)C2C(C(C(O2)C)O)O. (3) Drug 1: C1=CC(=C2C(=C1NCCNCCO)C(=O)C3=C(C=CC(=C3C2=O)O)O)NCCNCCO. Drug 2: CN1C(=O)N2C=NC(=C2N=N1)C(=O)N. Cell line: HCT-15. Synergy scores: CSS=55.5, Synergy_ZIP=-2.81, Synergy_Bliss=-4.40, Synergy_Loewe=-60.9, Synergy_HSA=-5.34. (4) Drug 1: CC1=C(C=C(C=C1)C(=O)NC2=CC(=CC(=C2)C(F)(F)F)N3C=C(N=C3)C)NC4=NC=CC(=N4)C5=CN=CC=C5. Drug 2: CC(C)CN1C=NC2=C1C3=CC=CC=C3N=C2N. Cell line: SR. Synergy scores: CSS=8.85, Synergy_ZIP=1.90, Synergy_Bliss=6.24, Synergy_Loewe=7.35, Synergy_HSA=4.75. (5) Drug 1: CNC(=O)C1=CC=CC=C1SC2=CC3=C(C=C2)C(=NN3)C=CC4=CC=CC=N4. Drug 2: CC12CCC3C(C1CCC2OP(=O)(O)O)CCC4=C3C=CC(=C4)OC(=O)N(CCCl)CCCl.[Na+]. Cell line: SK-MEL-5. Synergy scores: CSS=-15.1, Synergy_ZIP=0.861, Synergy_Bliss=-10.0, Synergy_Loewe=-17.2, Synergy_HSA=-16.4. (6) Drug 1: C1CCC(C1)C(CC#N)N2C=C(C=N2)C3=C4C=CNC4=NC=N3. Drug 2: CC1=C(C(CCC1)(C)C)C=CC(=CC=CC(=CC(=O)O)C)C. Cell line: PC-3. Synergy scores: CSS=3.17, Synergy_ZIP=-0.00885, Synergy_Bliss=0.571, Synergy_Loewe=-0.154, Synergy_HSA=-1.06.